From a dataset of Reaction yield outcomes from USPTO patents with 853,638 reactions. Predict the reaction yield, written as a fraction of the theoretical maximum amount of product (1.0 means a 100% yield; for example, 0.34 means a 34% yield). (1) The reactants are [C:1]1([C:16]2[NH:15][C:14]3[C:7](=[CH:8][CH:9]=[C:10]([CH:13]=3)[O:11][CH3:12])[C:6]=2[CH:5]=[CH:4][N:3]=1)[CH3:2].CN(C=O)C.[H-].[Na+].C([O-])(O)=O.[Na+]. The catalyst is C(OCC)(=O)C.O.C1COCC1. The product is [C:7]1([CH2:6][CH2:5][CH2:4][N:15]2[C:16]3[C:1]([CH3:2])=[N:3][CH:4]=[CH:5][C:6]=3[C:7]3[C:14]2=[CH:13][C:10]([O:11][CH3:12])=[CH:9][CH:8]=3)[CH:14]=[CH:13][CH:10]=[CH:9][CH:8]=1. The yield is 0.510. (2) The reactants are [F:1][C:2]1[CH:7]=[CH:6][CH:5]=[CH:4][C:3]=1[C@@:8]1([CH3:21])[N:17]=[C:16]([NH2:18])[C:11]2([CH2:15][CH2:14][CH2:13][CH2:12]2)[S:10](=[O:20])(=[O:19])[CH2:9]1.S(=O)(=O)(O)O.[N+:27]([O-])([OH:29])=[O:28].[OH-].[Na+]. No catalyst specified. The product is [F:1][C:2]1[CH:7]=[CH:6][C:5]([N+:27]([O-:29])=[O:28])=[CH:4][C:3]=1[C@@:8]1([CH3:21])[N:17]=[C:16]([NH2:18])[C:11]2([CH2:12][CH2:13][CH2:14][CH2:15]2)[S:10](=[O:20])(=[O:19])[CH2:9]1. The yield is 1.07. (3) The reactants are Br[C:2]1[N:7]=[N:6][C:5]([NH2:8])=[N:4][C:3]=1[C:9]1[CH:14]=[CH:13][CH:12]=[CH:11][CH:10]=1.[CH:15]([C:18]1[CH:19]=[C:20](B(O)O)[CH:21]=[CH:22][CH:23]=1)([CH3:17])[CH3:16]. No catalyst specified. The product is [C:9]1([C:3]2[N:4]=[C:5]([NH2:8])[N:6]=[N:7][C:2]=2[C:22]2[CH:21]=[CH:20][CH:19]=[C:18]([CH:15]([CH3:17])[CH3:16])[CH:23]=2)[CH:14]=[CH:13][CH:12]=[CH:11][CH:10]=1. The yield is 0.330. (4) The reactants are C[N:2](C)[CH:3]=[CH:4][C:5]([C:7]1[C:12](=[O:13])[CH:11]=[CH:10][N:9]([C:14]2[CH:19]=[CH:18][CH:17]=[C:16]([OH:20])[CH:15]=2)[N:8]=1)=O.[C:22]1([NH:28]N)[CH:27]=[CH:26][CH:25]=[CH:24][CH:23]=1. The catalyst is CO. The product is [OH:20][C:16]1[CH:15]=[C:14]([N:9]2[CH:10]=[CH:11][C:12](=[O:13])[C:7]([C:5]3[N:28]([C:22]4[CH:27]=[CH:26][CH:25]=[CH:24][CH:23]=4)[N:2]=[CH:3][CH:4]=3)=[N:8]2)[CH:19]=[CH:18][CH:17]=1. The yield is 0.650. (5) The reactants are C[N:2](C)[CH:3]=[CH:4][C:5]([C:7]1[C:12](=[O:13])[CH:11]=[CH:10][N:9]([C:14]2[CH:19]=[CH:18][CH:17]=[C:16]([C:20]([F:23])([F:22])[F:21])[CH:15]=2)[N:8]=1)=O.Cl.[CH3:26][CH:27]([CH3:31])[CH2:28][NH:29]N.CCN(CC)CC. The catalyst is C(O)C.Cl. The product is [CH3:26][CH:27]([CH3:31])[CH2:28][N:29]1[C:5]([C:7]2[C:12](=[O:13])[CH:11]=[CH:10][N:9]([C:14]3[CH:19]=[CH:18][CH:17]=[C:16]([C:20]([F:23])([F:22])[F:21])[CH:15]=3)[N:8]=2)=[CH:4][CH:3]=[N:2]1. The yield is 0.540. (6) The reactants are O=S(Cl)[Cl:3].[CH3:5][N:6]1[CH2:11][CH2:10][N:9]([C@@H:12]2[C:20]3[C:15](=[CH:16][C:17]([C:21]([OH:23])=O)=[CH:18][CH:19]=3)[CH2:14][CH2:13]2)[CH2:8][CH2:7]1. No catalyst specified. The product is [ClH:3].[CH3:5][N:6]1[CH2:11][CH2:10][N:9]([C@@H:12]2[C:20]3[C:15](=[CH:16][C:17]([C:21]([Cl:3])=[O:23])=[CH:18][CH:19]=3)[CH2:14][CH2:13]2)[CH2:8][CH2:7]1. The yield is 1.00. (7) The reactants are Cl.C([O:4][C:5](=O)[CH2:6][NH2:7])C.[N:9]([CH2:12][C:13]1[CH:21]=[CH:20][C:16]2[O:17][CH2:18][O:19][C:15]=2[CH:14]=1)=[C:10]=[S:11].C(=O)([O-])O.[Na+]. The catalyst is CN(C=O)C. The product is [O:17]1[C:16]2[CH:20]=[CH:21][C:13]([CH2:12][N:9]3[C:5](=[O:4])[CH2:6][NH:7][C:10]3=[S:11])=[CH:14][C:15]=2[O:19][CH2:18]1. The yield is 0.680. (8) The catalyst is C(O)C.[Pd]. The product is [NH2:19][C:15]1[CH:14]=[C:13]2[C:18](=[CH:17][CH:16]=1)[N:10]([S:7]([CH:1]1[CH2:2][CH2:3][CH2:4][CH2:5][CH2:6]1)(=[O:9])=[O:8])[CH:11]=[C:12]2[C:22]1[CH2:23][CH2:24][N:25]([CH3:28])[CH2:26][CH:27]=1. The yield is 0.400. The reactants are [CH:1]1([S:7]([N:10]2[C:18]3[C:13](=[CH:14][C:15]([N+:19]([O-])=O)=[CH:16][CH:17]=3)[C:12]([C:22]3[CH2:23][CH2:24][N:25]([CH3:28])[CH2:26][CH:27]=3)=[CH:11]2)(=[O:9])=[O:8])[CH2:6][CH2:5][CH2:4][CH2:3][CH2:2]1. (9) The reactants are [Cl:1][C:2]1[CH:3]=[C:4]([N:9]([CH3:19])[CH2:10][C:11](=O)[CH2:12][C:13]([O:15]CC)=O)[CH:5]=[C:6]([Cl:8])[CH:7]=1.[Cl-].[CH2:21]([NH:28][NH2:29])[C:22]1[CH:27]=[CH:26][CH:25]=[CH:24][CH:23]=1.C(N(CC)CC)C. The catalyst is CCO. The product is [CH2:21]([N:28]1[C:13](=[O:15])[CH:12]=[C:11]([CH2:10][N:9]([C:4]2[CH:5]=[C:6]([Cl:8])[CH:7]=[C:2]([Cl:1])[CH:3]=2)[CH3:19])[NH:29]1)[C:22]1[CH:27]=[CH:26][CH:25]=[CH:24][CH:23]=1. The yield is 0.880.